This data is from Reaction yield outcomes from USPTO patents with 853,638 reactions. The task is: Predict the reaction yield, written as a fraction of the theoretical maximum amount of product (1.0 means a 100% yield; for example, 0.34 means a 34% yield). (1) The product is [CH2:15]([C:12]1[CH:13]=[CH:14][C:9]([O:8][C:5]([CH3:6])([CH3:7])[C:4]([OH:34])=[O:3])=[CH:10][C:11]=1[O:19][CH2:20][CH2:21][C:22]1[N:23]=[C:24]([C:28]2[CH:33]=[CH:32][CH:31]=[CH:30][CH:29]=2)[O:25][C:26]=1[CH3:27])[CH2:16][CH2:17][CH3:18]. The reactants are C([O:3][C:4](=[O:34])[C:5]([O:8][C:9]1[CH:14]=[CH:13][C:12]([CH2:15][CH2:16][CH2:17][CH3:18])=[C:11]([O:19][CH2:20][CH2:21][C:22]2[N:23]=[C:24]([C:28]3[CH:33]=[CH:32][CH:31]=[CH:30][CH:29]=3)[O:25][C:26]=2[CH3:27])[CH:10]=1)([CH3:7])[CH3:6])C.[OH-].[Na+]. The catalyst is C(O)C. The yield is 0.880. (2) The reactants are Br[CH2:2][C:3](=O)[CH2:4][CH3:5].[CH2:7]([O:14][C:15]1[C:19]([O:20][CH2:21][C:22]2[CH:27]=[CH:26][CH:25]=[CH:24][CH:23]=2)=[C:18]([C:28](=[S:30])[NH2:29])[N:17]([C:31]2[CH:36]=[CH:35][C:34]([O:37][CH3:38])=[CH:33][CH:32]=2)[C:16]=1[C:39]([O:41][CH2:42][CH3:43])=[O:40])[C:8]1[CH:13]=[CH:12][CH:11]=[CH:10][CH:9]=1. The catalyst is CCO. The product is [CH2:7]([O:14][C:15]1[C:19]([O:20][CH2:21][C:22]2[CH:27]=[CH:26][CH:25]=[CH:24][CH:23]=2)=[C:18]([C:28]2[S:30][CH:2]=[C:3]([CH2:4][CH3:5])[N:29]=2)[N:17]([C:31]2[CH:36]=[CH:35][C:34]([O:37][CH3:38])=[CH:33][CH:32]=2)[C:16]=1[C:39]([O:41][CH2:42][CH3:43])=[O:40])[C:8]1[CH:13]=[CH:12][CH:11]=[CH:10][CH:9]=1. The yield is 0.750.